Predict the reactants needed to synthesize the given product. From a dataset of Full USPTO retrosynthesis dataset with 1.9M reactions from patents (1976-2016). (1) Given the product [Br:36][CH2:15][C:4]1[CH:5]=[C:6]([C:9]2[N:10]=[N:11][N:12]([CH3:14])[N:13]=2)[CH:7]=[CH:8][C:3]=1[O:2][CH3:1], predict the reactants needed to synthesize it. The reactants are: [CH3:1][O:2][C:3]1[CH:8]=[CH:7][C:6]([C:9]2[N:10]=[N:11][N:12]([CH3:14])[N:13]=2)=[CH:5][C:4]=1[CH2:15]O.C1(P(C2C=CC=CC=2)C2C=CC=CC=2)C=CC=CC=1.[Br:36]N1C(=O)CCC1=O. (2) Given the product [NH2:1][CH2:2][C@H:3]1[O:7][CH:6]([O:8][C@@H:9]([C@@H:49]2[C@@H:53]([OH:54])[C@@H:52]([OH:55])[C@H:51]([N:56]3[CH:61]=[CH:60][C:59](=[O:62])[NH:58][C:57]3=[O:63])[O:50]2)[CH:10]2[N:11]([CH2:12][CH2:13][CH2:14][NH:15][C:16](=[O:45])[CH:17]([CH:40]([OH:44])[CH:9]([CH3:49])[CH3:10])[NH:18][C:19](=[O:39])[CH:20]([CH:32]3[CH2:37][CH2:36][NH:35][C:34](=[NH:38])[NH:33]3)[NH:21][C:22](=[O:31])[NH:23][CH:24]([CH:3]([CH3:4])[CH3:2])[C:25]([OH:27])=[O:26])[C:74](=[O:75])[N:73]([CH2:67][CH2:68][CH2:69][CH2:70][CH2:71][CH3:72])[C:46]2=[O:47])[C@H:5]([O:64][CH3:65])[C@H:4]1[OH:66], predict the reactants needed to synthesize it. The reactants are: [NH2:1][CH2:2][CH:3]1[O:7][CH:6]([O:8][CH:9]([CH:49]2[CH:53]([OH:54])[CH:52]([OH:55])[CH:51]([N:56]3[CH:61]=[CH:60][C:59](=[O:62])[NH:58][C:57]3=[O:63])[O:50]2)[CH:10]([C:46](O)=[O:47])[NH:11][CH2:12][CH2:13][CH2:14][NH:15][C:16](=[O:45])[CH:17]([CH:40]([OH:44])C(C)C)[NH:18][C:19](=[O:39])[CH:20]([CH:32]2[CH2:37][CH2:36][NH:35][C:34](=[NH:38])[NH:33]2)[NH:21][C:22](=[O:31])[NH:23][CH:24](C(C)C)[C:25]([OH:27])=[O:26])[CH:5]([O:64][CH3:65])[CH:4]1[OH:66].[CH2:67]([N:73]=[C:74]=[O:75])[CH2:68][CH2:69][CH2:70][CH2:71][CH3:72]. (3) Given the product [Cl:1][C:2]1[N:7]=[C:6]([N:8]2[CH2:13][CH2:12][O:11][CH2:10][C@@H:9]2[CH3:14])[CH:5]=[C:4]([C:15]2([S:16]([CH3:19])(=[O:18])=[O:17])[CH2:21][CH2:20]2)[N:3]=1, predict the reactants needed to synthesize it. The reactants are: [Cl:1][C:2]1[N:7]=[C:6]([N:8]2[CH2:13][CH2:12][O:11][CH2:10][C@@H:9]2[CH3:14])[CH:5]=[C:4]([CH2:15][S:16]([CH3:19])(=[O:18])=[O:17])[N:3]=1.[CH3:20][C:21](C)([O-])C.[Na+].BrC(Br)C.C(Cl)Cl. (4) Given the product [CH3:12][C:13]1([C:1]2[CH:6]=[CH:5][CH:4]=[CH:3][CH:2]=2)[CH2:16][CH2:15][CH2:14]1, predict the reactants needed to synthesize it. The reactants are: [CH:1]1[CH:6]=[CH:5][CH:4]=[CH:3][CH:2]=1.S(=O)(=O)(O)O.[CH2:12]=[C:13]1[CH2:16][CH2:15][CH2:14]1.